This data is from Full USPTO retrosynthesis dataset with 1.9M reactions from patents (1976-2016). The task is: Predict the reactants needed to synthesize the given product. (1) Given the product [O:41]1[CH2:42][CH2:43][CH2:44][O:45][C:39]2[CH:38]=[C:37]([CH2:36][O:34][C@@H:10]3[CH2:9][NH:8][CH2:12][C@H:11]3[CH2:13][N:14]([CH:31]([CH3:32])[CH3:33])[C:15](=[O:30])[C:16]3[CH:21]=[CH:20][C:19]([O:22][CH3:23])=[C:18]([O:24][CH2:25][CH2:26][CH2:27][O:28][CH3:29])[CH:17]=3)[CH:47]=[CH:46][C:40]1=2, predict the reactants needed to synthesize it. The reactants are: C(OC([N:8]1[CH2:12][C@@H:11]([CH2:13][N:14]([CH:31]([CH3:33])[CH3:32])[C:15](=[O:30])[C:16]2[CH:21]=[CH:20][C:19]([O:22][CH3:23])=[C:18]([O:24][CH2:25][CH2:26][CH2:27][O:28][CH3:29])[CH:17]=2)[C@H:10]([OH:34])[CH2:9]1)=O)(C)(C)C.Cl[CH2:36][C:37]1[CH:47]=[CH:46][C:40]2[O:41][CH2:42][CH2:43][CH2:44][O:45][C:39]=2[CH:38]=1.CC#N.O.CC#N. (2) Given the product [OH:42][C:43]1([C:55]2[S:56][C:57]([C:27]3[CH:32]=[C:31]([NH:33][C:34]4[N:39]=[C:38]([CH3:40])[CH:37]=[CH:36][N:35]=4)[CH:30]=[C:29]([CH3:41])[N:28]=3)=[CH:58][N:59]=2)[CH2:48][CH2:47][CH:46]([C:49]([O:51][CH3:52])=[O:50])[C:45]([CH3:53])([CH3:54])[CH2:44]1, predict the reactants needed to synthesize it. The reactants are: C(P(C12CC3CC(CC(C3)C1)C2)C12CC3CC(CC(C3)C1)C2)CCC.Cl[C:27]1[CH:32]=[C:31]([NH:33][C:34]2[N:39]=[C:38]([CH3:40])[CH:37]=[CH:36][N:35]=2)[CH:30]=[C:29]([CH3:41])[N:28]=1.[OH:42][C:43]1([C:55]2[S:56][CH:57]=[CH:58][N:59]=2)[CH2:48][CH2:47][CH:46]([C:49]([O:51][CH3:52])=[O:50])[C:45]([CH3:54])([CH3:53])[CH2:44]1.[F-].[Cs+].C(O)(=O)C(C)(C)C.